Dataset: Full USPTO retrosynthesis dataset with 1.9M reactions from patents (1976-2016). Task: Predict the reactants needed to synthesize the given product. The reactants are: [Cl:1][C:2]1[N:7]=[CH:6][C:5]([OH:8])=[C:4]([CH3:9])[CH:3]=1.Br[CH2:11][CH:12]1[CH2:14][CH2:13]1. Given the product [Cl:1][C:2]1[CH:3]=[C:4]([CH3:9])[C:5]([O:8][CH2:11][CH:12]2[CH2:14][CH2:13]2)=[CH:6][N:7]=1, predict the reactants needed to synthesize it.